From a dataset of NCI-60 drug combinations with 297,098 pairs across 59 cell lines. Regression. Given two drug SMILES strings and cell line genomic features, predict the synergy score measuring deviation from expected non-interaction effect. (1) Synergy scores: CSS=1.01, Synergy_ZIP=-6.66, Synergy_Bliss=-10.7, Synergy_Loewe=-14.9, Synergy_HSA=-9.84. Cell line: HS 578T. Drug 2: C1=CN(C=N1)CC(O)(P(=O)(O)O)P(=O)(O)O. Drug 1: CC1C(C(CC(O1)OC2CC(CC3=C2C(=C4C(=C3O)C(=O)C5=C(C4=O)C(=CC=C5)OC)O)(C(=O)C)O)N)O.Cl. (2) Drug 1: C1=C(C(=O)NC(=O)N1)N(CCCl)CCCl. Drug 2: C1C(C(OC1N2C=C(C(=O)NC2=O)F)CO)O. Cell line: COLO 205. Synergy scores: CSS=57.8, Synergy_ZIP=-4.14, Synergy_Bliss=-4.32, Synergy_Loewe=5.89, Synergy_HSA=6.54. (3) Drug 1: CCCS(=O)(=O)NC1=C(C(=C(C=C1)F)C(=O)C2=CNC3=C2C=C(C=N3)C4=CC=C(C=C4)Cl)F. Drug 2: C1CCC(CC1)NC(=O)N(CCCl)N=O. Cell line: SR. Synergy scores: CSS=57.0, Synergy_ZIP=1.61, Synergy_Bliss=2.14, Synergy_Loewe=-3.45, Synergy_HSA=3.63. (4) Drug 1: C1=NC2=C(N1)C(=S)N=C(N2)N. Drug 2: CC1=C(C=C(C=C1)NC(=O)C2=CC=C(C=C2)CN3CCN(CC3)C)NC4=NC=CC(=N4)C5=CN=CC=C5. Cell line: MDA-MB-435. Synergy scores: CSS=14.1, Synergy_ZIP=-6.74, Synergy_Bliss=0.996, Synergy_Loewe=-10.7, Synergy_HSA=-0.361. (5) Drug 1: C1=CC=C(C(=C1)C(C2=CC=C(C=C2)Cl)C(Cl)Cl)Cl. Drug 2: CCN(CC)CCCC(C)NC1=C2C=C(C=CC2=NC3=C1C=CC(=C3)Cl)OC. Cell line: SF-268. Synergy scores: CSS=6.64, Synergy_ZIP=-1.07, Synergy_Bliss=-2.42, Synergy_Loewe=-7.82, Synergy_HSA=-2.85.